This data is from Forward reaction prediction with 1.9M reactions from USPTO patents (1976-2016). The task is: Predict the product of the given reaction. (1) Given the reactants [CH3:1][N:2]([CH3:30])[S:3]([N:6]1[CH:10]=[C:9]([CH:11]([OH:22])[C:12]2[CH:21]=[CH:20][C:19]3[C:14](=[CH:15][CH:16]=[CH:17][CH:18]=3)[CH:13]=2)[N:8]=[C:7]1[Si](C(C)(C)C)(C)C)(=[O:5])=[O:4].[F-].C([N+](CCCC)(CCCC)CCCC)CCC, predict the reaction product. The product is: [CH3:1][N:2]([CH3:30])[S:3]([N:6]1[CH:10]=[C:9]([CH:11]([OH:22])[C:12]2[CH:21]=[CH:20][C:19]3[C:14](=[CH:15][CH:16]=[CH:17][CH:18]=3)[CH:13]=2)[N:8]=[CH:7]1)(=[O:4])=[O:5]. (2) Given the reactants [CH3:1][C:2]1[C:7]([N:8]2[C:17](=[O:18])[C:16]3[C:11](=[CH:12][CH:13]=[CH:14][CH:15]=3)[N:10]=[CH:9]2)=[CH:6][CH:5]=[CH:4][C:3]=1[C:19]1[C:31]2[C:30]3[C:25](=[CH:26][C:27]([O:32][CH2:33][CH:34]=[O:35])=[CH:28][CH:29]=3)[NH:24][C:23]=2[C:22]([C:36]([NH2:38])=[O:37])=[N:21][CH:20]=1.[CH3:39][Mg]Br, predict the reaction product. The product is: [OH:35][CH:34]([CH3:39])[CH2:33][O:32][C:27]1[CH:26]=[C:25]2[C:30]([C:31]3[C:19]([C:3]4[CH:4]=[CH:5][CH:6]=[C:7]([N:8]5[C:17](=[O:18])[C:16]6[C:11](=[CH:12][CH:13]=[CH:14][CH:15]=6)[N:10]=[CH:9]5)[C:2]=4[CH3:1])=[CH:20][N:21]=[C:22]([C:36]([NH2:38])=[O:37])[C:23]=3[NH:24]2)=[CH:29][CH:28]=1. (3) Given the reactants [Br:1][C:2]1[CH:7]=[CH:6][C:5]([SH:8])=[C:4]([Cl:9])[CH:3]=1.C([O-])([O-])=O.[Cs+].[Cs+].P(OC1C=CC=CC=1)(OC1C=CC=CC=1)(O[CH2:19][CH2:20][C:21]([CH3:23])=[CH2:22])=O, predict the reaction product. The product is: [Br:1][C:2]1[CH:7]=[CH:6][C:5]([S:8][CH2:19][CH2:20][C:21]([CH3:23])=[CH2:22])=[C:4]([Cl:9])[CH:3]=1. (4) The product is: [F:17][C:18]1[CH:23]=[C:22]([F:24])[CH:21]=[CH:20][C:19]=1[NH:25][C:4](=[O:6])[C:3]1[CH:7]=[CH:8][C:9]([O:11][CH3:12])=[CH:10][C:2]=1[OH:1]. Given the reactants [OH:1][C:2]1[CH:10]=[C:9]([O:11][CH3:12])[CH:8]=[CH:7][C:3]=1[C:4]([OH:6])=O.S(Cl)(Cl)=O.[F:17][C:18]1[CH:23]=[C:22]([F:24])[CH:21]=[CH:20][C:19]=1[NH2:25], predict the reaction product.